Dataset: Forward reaction prediction with 1.9M reactions from USPTO patents (1976-2016). Task: Predict the product of the given reaction. (1) Given the reactants [Cl:1][C:2]1[C:7]([CH3:8])=[CH:6][N:5]=[CH:4][N:3]=1.[Br:9]N1C(=O)CCC1=O.CC(N=NC(C#N)(C)C)(C#N)C, predict the reaction product. The product is: [Br:9][CH2:8][C:7]1[C:2]([Cl:1])=[N:3][CH:4]=[N:5][CH:6]=1. (2) Given the reactants [CH3:1][O:2][C:3]1[C:10](C(O)=O)=[C:6]2[S:7][CH:8]=[CH:9][N:5]2[N:4]=1.C([N:16]([CH2:19]C)CC)C.C1(P(N=[N+]=[N-])(C2C=CC=CC=2)=[O:28])C=CC=CC=1.[C:38]([OH:42])([CH3:41])([CH3:40])[CH3:39], predict the reaction product. The product is: [CH3:1][O:2][C:3]1[C:10]([NH:16][C:19](=[O:28])[O:42][C:38]([CH3:41])([CH3:40])[CH3:39])=[C:6]2[S:7][CH:8]=[CH:9][N:5]2[N:4]=1. (3) Given the reactants [O-:1][C:2]1[CH:7]=[CH:6][CH:5]=[CH:4][CH:3]=1.[Li+].[Cl-:9].[Cl-:10].[Cl-].[C:12]1([Si:18]([C:35]2[CH:40]=[CH:39][CH:38]=[CH:37][CH:36]=2)([C:29]2[CH:34]=[CH:33][CH:32]=[CH:31][CH:30]=2)[C:19]2([Ti+3:28])[C:23]([CH3:24])=[C:22]([CH3:25])[C:21]([CH3:26])=[C:20]2[CH3:27])[CH:17]=[CH:16][CH:15]=[CH:14][CH:13]=1, predict the reaction product. The product is: [O-:1][C:2]1[CH:7]=[CH:6][CH:5]=[CH:4][CH:3]=1.[C:12]1([Si:18]([C:35]2[CH:40]=[CH:39][CH:38]=[CH:37][CH:36]=2)([C:29]2[CH:30]=[CH:31][CH:32]=[CH:33][CH:34]=2)[C:19]2([Ti+:28]([Cl:10])[Cl:9])[C:23]([CH3:24])=[C:22]([CH3:25])[C:21]([CH3:26])=[C:20]2[CH3:27])[CH:13]=[CH:14][CH:15]=[CH:16][CH:17]=1. (4) Given the reactants C([NH:9][C:10]([NH:12][C:13]1[CH:31]=[CH:30][C:16]2[N:17]=[C:18]([NH:20][CH2:21][CH2:22][C:23]3[CH:28]=[CH:27][C:26]([Br:29])=[CH:25][CH:24]=3)[S:19][C:15]=2[CH:14]=1)=[S:11])(=O)C1C=CC=CC=1.[OH-].[Na+], predict the reaction product. The product is: [Br:29][C:26]1[CH:27]=[CH:28][C:23]([CH2:22][CH2:21][NH:20][C:18]2[S:19][C:15]3[CH:14]=[C:13]([NH:12][C:10]([NH2:9])=[S:11])[CH:31]=[CH:30][C:16]=3[N:17]=2)=[CH:24][CH:25]=1. (5) The product is: [CH3:50][S:51]([C:54]1[CH:61]=[CH:60][C:57]([CH2:58][NH:59][C:12]([C:4]2[C:3](=[O:15])[C:2]([Br:1])=[C:7]([CH3:8])[N:6]([CH:9]([CH3:10])[CH3:11])[CH:5]=2)=[O:14])=[CH:56][CH:55]=1)(=[O:52])=[O:53]. Given the reactants [Br:1][C:2]1[C:3](=[O:15])[C:4]([C:12]([OH:14])=O)=[CH:5][N:6]([CH:9]([CH3:11])[CH3:10])[C:7]=1[CH3:8].CN(C(ON1N=NC2C=CC=CC1=2)=[N+](C)C)C.F[P-](F)(F)(F)(F)F.CCN(C(C)C)C(C)C.Cl.[CH3:50][S:51]([C:54]1[CH:61]=[CH:60][C:57]([CH2:58][NH2:59])=[CH:56][CH:55]=1)(=[O:53])=[O:52], predict the reaction product. (6) Given the reactants [NH2:1][C:2]1[C:10]2[C:9](=[O:11])[NH:8][C:7](=[O:12])[C:6]=2[C:5]([NH2:13])=[C:4]2[C:14](=[O:23])[C:15]3[C:20]([C:21](=[O:22])[C:3]=12)=[CH:19][CH:18]=[CH:17][CH:16]=3.[C:24]([O:29][C:30](=O)[C:31](C)=C)(=[O:28])[C:25]([CH3:27])=[CH2:26].C(O)(=O)C, predict the reaction product. The product is: [C:24]([O:29][CH2:30][CH2:31][N:8]1[C:9](=[O:11])[C:10]2[C:2]([NH2:1])=[C:3]3[C:21](=[O:22])[C:20]4[C:15]([C:14](=[O:23])[C:4]3=[C:5]([NH2:13])[C:6]=2[C:7]1=[O:12])=[CH:16][CH:17]=[CH:18][CH:19]=4)(=[O:28])[C:25]([CH3:27])=[CH2:26].